This data is from Reaction yield outcomes from USPTO patents with 853,638 reactions. The task is: Predict the reaction yield, written as a fraction of the theoretical maximum amount of product (1.0 means a 100% yield; for example, 0.34 means a 34% yield). (1) The reactants are Cl.[NH:2]1[C:10]2[C:5](=[CH:6][CH:7]=[CH:8][CH:9]=2)[C:4]([CH2:11][CH2:12][NH2:13])=[N:3]1.[F:14][C:15]1[CH:29]=[CH:28][C:27]([F:30])=[CH:26][C:16]=1[CH2:17][C:18]1[O:22][N:21]=[C:20]([C:23](O)=[O:24])[CH:19]=1.C(N(CC)C(C)C)(C)C.CN(C(ON1N=NC2C=CC=NC1=2)=[N+](C)C)C.F[P-](F)(F)(F)(F)F. The catalyst is CN(C=O)C.C(OCC)(=O)C. The product is [NH:2]1[C:10]2[C:5](=[CH:6][CH:7]=[CH:8][CH:9]=2)[C:4]([CH2:11][CH2:12][NH:13][C:23]([C:20]2[CH:19]=[C:18]([CH2:17][C:16]3[CH:26]=[C:27]([F:30])[CH:28]=[CH:29][C:15]=3[F:14])[O:22][N:21]=2)=[O:24])=[N:3]1. The yield is 0.0900. (2) The reactants are [CH3:1][O:2][C:3]1[CH:8]=[CH:7][C:6]([CH2:9][C:10]([OH:12])=[O:11])=[CH:5][CH:4]=1.[CH2:13]([O:20][C:21]1[CH:26]=[CH:25][C:24]([C:27](=[O:36])[CH2:28]CC2C=CC=CC=2)=[CH:23][CH:22]=1)[C:14]1[CH:19]=[CH:18][CH:17]=[CH:16][CH:15]=1. The catalyst is C(#N)C. The product is [CH3:1][O:2][C:3]1[CH:4]=[CH:5][C:6]([CH2:9][C:10]([O:12][CH2:28][C:27]([C:24]2[CH:25]=[CH:26][C:21]([O:20][CH2:13][C:14]3[CH:19]=[CH:18][CH:17]=[CH:16][CH:15]=3)=[CH:22][CH:23]=2)=[O:36])=[O:11])=[CH:7][CH:8]=1. The yield is 0.710. (3) The reactants are [OH:1][C:2]1[CH:14]=[C:13]2[C:5]([C:6]3[CH:7]=[CH:8][C:9]([N:15]([CH3:18])[CH:16]=[O:17])=[CH:10][C:11]=3[NH:12]2)=[CH:4][CH:3]=1.[CH3:19][C:20]1[CH:25]=[CH:24][C:23]([S:26]([O:29][CH2:30][CH2:31][O:32][CH2:33][CH2:34][O:35][CH2:36][CH2:37]F)(=[O:28])=[O:27])=[CH:22][CH:21]=1.C([O-])([O-])=O.[Cs+].[Cs+]. The catalyst is CN1C(=O)CCC1.CCOC(C)=O. The product is [CH3:19][C:20]1[CH:25]=[CH:24][C:23]([S:26]([O:29][CH2:30][CH2:31][O:32][CH2:33][CH2:34][O:35][CH2:36][CH2:37][O:1][C:2]2[CH:3]=[CH:4][C:5]3[C:6]4[C:11](=[CH:10][C:9]([N:15]([CH3:18])[CH:16]=[O:17])=[CH:8][CH:7]=4)[NH:12][C:13]=3[CH:14]=2)(=[O:28])=[O:27])=[CH:22][CH:21]=1. The yield is 0.480. (4) The reactants are [N+:1]([C:4]1[CH:9]=[CH:8][CH:7]=[CH:6][C:5]=1[C:10]1[N:11]=[C:12]2[CH:17]=[CH:16][CH:15]=[CH:14][N:13]2[CH:18]=1)([O-])=O.C(O)C.Cl. The catalyst is [Pd].O. The product is [N:11]1[C:10]([C:5]2[CH:6]=[CH:7][CH:8]=[CH:9][C:4]=2[NH2:1])=[CH:18][N:13]2[CH2:14][CH2:15][CH2:16][CH2:17][C:12]=12. The yield is 1.00. (5) The reactants are [NH2:1][C:2]1[C:3]([NH:18][CH2:19][C:20]2[CH:25]=[CH:24][C:23]([O:26][CH3:27])=[CH:22][CH:21]=2)=[N:4][C:5]([C:8]2[CH:17]=[CH:16][CH:15]=[C:14]3[C:9]=2[CH:10]=[CH:11][CH:12]=[N:13]3)=[CH:6][N:7]=1.BrC1N=C(NCC2C=C[C:40]([O:43]C)=CC=2)C(N)=NC=1.N1C2C=CC=C(B(O)O)C=2C=CC=1.C(=O)([O-])[O-].[K+].[K+]. The catalyst is C1C=CC([P]([Pd]([P](C2C=CC=CC=2)(C2C=CC=CC=2)C2C=CC=CC=2)([P](C2C=CC=CC=2)(C2C=CC=CC=2)C2C=CC=CC=2)[P](C2C=CC=CC=2)(C2C=CC=CC=2)C2C=CC=CC=2)(C2C=CC=CC=2)C2C=CC=CC=2)=CC=1.CN(C)C=O.O. The product is [CH3:27][O:26][C:23]1[CH:24]=[CH:25][C:20]([CH2:19][N:18]2[C:3]3=[N:4][C:5]([C:8]4[CH:17]=[CH:16][CH:15]=[C:14]5[C:9]=4[CH:10]=[CH:11][CH:12]=[N:13]5)=[CH:6][N:7]=[C:2]3[NH:1][C:40]2=[O:43])=[CH:21][CH:22]=1. The yield is 0.150. (6) The product is [Br:8][C:5]1[CH:4]=[N:3][C:2]([C:9]2[CH:14]=[CH:13][CH:12]=[CH:11][CH:10]=2)=[CH:7][CH:6]=1. The catalyst is O1CCCC1. The yield is 0.650. The reactants are Br[C:2]1[CH:7]=[CH:6][C:5]([Br:8])=[CH:4][N:3]=1.[C:9]1(B(O)O)[CH:14]=[CH:13][CH:12]=[CH:11][CH:10]=1.C(=O)([O-])[O-].[Na+].[Na+]. (7) The reactants are [OH:1][C:2]1[CH:3]=[N:4][CH:5]=[CH:6][CH:7]=1.[O:8]1[CH2:12]CC[CH2:9]1.CC(C)([O-])C.[K+].COCCl. The catalyst is CN(C)C=O. The product is [CH3:9][O:8][CH2:12][O:1][C:2]1[CH:3]=[N:4][CH:5]=[CH:6][CH:7]=1. The yield is 0.750.